Dataset: Reaction yield outcomes from USPTO patents with 853,638 reactions. Task: Predict the reaction yield, written as a fraction of the theoretical maximum amount of product (1.0 means a 100% yield; for example, 0.34 means a 34% yield). The reactants are [NH2:1][C:2]1[CH:7]=[CH:6][C:5]([S:8][C:9]2[CH:24]=[CH:23][C:12]([C:13]([NH:15][C:16]3[CH:21]=[CH:20][C:19]([Br:22])=[CH:18][CH:17]=3)=[O:14])=[CH:11][C:10]=2[N+:25]([O-:27])=[O:26])=[CH:4][CH:3]=1.[C:28](O[C:28]([O:30][C:31]([CH3:34])([CH3:33])[CH3:32])=[O:29])([O:30][C:31]([CH3:34])([CH3:33])[CH3:32])=[O:29]. The catalyst is O1CCOCC1. The product is [C:31]([O:30][C:28](=[O:29])[NH:1][C:2]1[CH:7]=[CH:6][C:5]([S:8][C:9]2[CH:24]=[CH:23][C:12]([C:13](=[O:14])[NH:15][C:16]3[CH:21]=[CH:20][C:19]([Br:22])=[CH:18][CH:17]=3)=[CH:11][C:10]=2[N+:25]([O-:27])=[O:26])=[CH:4][CH:3]=1)([CH3:34])([CH3:33])[CH3:32]. The yield is 0.900.